Dataset: NCI-60 drug combinations with 297,098 pairs across 59 cell lines. Task: Regression. Given two drug SMILES strings and cell line genomic features, predict the synergy score measuring deviation from expected non-interaction effect. (1) Drug 1: CC12CCC3C(C1CCC2=O)CC(=C)C4=CC(=O)C=CC34C. Drug 2: C1=CC(=CC=C1CC(C(=O)O)N)N(CCCl)CCCl.Cl. Cell line: T-47D. Synergy scores: CSS=20.8, Synergy_ZIP=-3.79, Synergy_Bliss=3.56, Synergy_Loewe=2.10, Synergy_HSA=2.45. (2) Drug 1: CC(C1=C(C=CC(=C1Cl)F)Cl)OC2=C(N=CC(=C2)C3=CN(N=C3)C4CCNCC4)N. Drug 2: CC1=C2C(C(=O)C3(C(CC4C(C3C(C(C2(C)C)(CC1OC(=O)C(C(C5=CC=CC=C5)NC(=O)OC(C)(C)C)O)O)OC(=O)C6=CC=CC=C6)(CO4)OC(=O)C)OC)C)OC. Cell line: HCT-15. Synergy scores: CSS=72.8, Synergy_ZIP=10.5, Synergy_Bliss=11.9, Synergy_Loewe=-22.5, Synergy_HSA=12.6.